Dataset: Catalyst prediction with 721,799 reactions and 888 catalyst types from USPTO. Task: Predict which catalyst facilitates the given reaction. (1) Reactant: C(N(CC)[C:4](=[O:30])[CH2:5][O:6][C:7]1[CH:8]=[CH:9][CH:10]=[C:11]2[C:15]=1[NH:14][CH:13]=[C:12]2[CH2:16][C@H:17]([NH:19][CH2:20][C@H:21]([OH:29])[C:22]1[CH:27]=[CH:26][C:25]([OH:28])=[CH:24][CH:23]=1)[CH3:18])C.[OH-:33].[K+]. Product: [OH:29][C@H:21]([C:22]1[CH:23]=[CH:24][C:25]([OH:28])=[CH:26][CH:27]=1)[CH2:20][NH:19][C@H:17]([CH3:18])[CH2:16][C:12]1[C:11]2[C:15](=[C:7]([O:6][CH2:5][C:4]([OH:33])=[O:30])[CH:8]=[CH:9][CH:10]=2)[NH:14][CH:13]=1. The catalyst class is: 97. (2) Reactant: [OH:1][CH2:2][C@@H:3]([N:11](C(OCC1C=CC=CC=1)=O)[NH:12]C(OCC1C=CC=CC=1)=O)[CH2:4][CH:5]1[CH2:10][CH2:9][O:8][CH2:7][CH2:6]1. Product: [NH:11]([CH:3]([CH2:4][CH:5]1[CH2:6][CH2:7][O:8][CH2:9][CH2:10]1)[CH2:2][OH:1])[NH2:12]. The catalyst class is: 105. (3) Reactant: [C:1]([C@@H:3]1[CH2:7][CH2:6][CH2:5][N:4]1[C:8]([C@@H:10]1[C@@H:15]2[CH2:16][CH2:17][C@@H:12]([CH2:13][C@H:14]2[OH:18])[N:11]1C(OC(C)(C)C)=O)=[O:9])#[N:2].[ClH:26]. Product: [ClH:26].[OH:18][C@@H:14]1[CH2:13][C@@H:12]2[CH2:17][CH2:16][C@H:15]1[C@@H:10]([C:8]([N:4]1[CH2:5][CH2:6][CH2:7][C@H:3]1[C:1]#[N:2])=[O:9])[NH:11]2. The catalyst class is: 12. (4) Reactant: [CH3:1][C:2]1([CH3:15])[CH:10]2[N:5]([CH2:6][CH:7]([C:11]([OH:13])=O)[CH2:8][CH2:9]2)[C:4](=[O:14])[CH2:3]1.Cl.[Cl:17][C:18]1[C:19]([CH2:24][NH2:25])=[N:20][CH:21]=[CH:22][N:23]=1.C(N(C(C)C)C(C)C)C.CN(C(ON1N=NC2C=CC=NC1=2)=[N+](C)C)C.F[P-](F)(F)(F)(F)F. Product: [Cl:17][C:18]1[C:19]([CH2:24][NH:25][C:11]([CH:7]2[CH2:8][CH2:9][CH:10]3[N:5]([C:4](=[O:14])[CH2:3][C:2]3([CH3:1])[CH3:15])[CH2:6]2)=[O:13])=[N:20][CH:21]=[CH:22][N:23]=1. The catalyst class is: 3. (5) Reactant: O[Li].O.C1COCC1.[C:9]([O:13][C:14]([N:16]1[CH:21]([CH3:22])[CH2:20][CH2:19][CH:18]([C:23]([O:25]C)=[O:24])[CH2:17]1)=[O:15])([CH3:12])([CH3:11])[CH3:10]. Product: [C:9]([O:13][C:14]([N:16]1[CH:21]([CH3:22])[CH2:20][CH2:19][CH:18]([C:23]([OH:25])=[O:24])[CH2:17]1)=[O:15])([CH3:10])([CH3:11])[CH3:12]. The catalyst class is: 6. (6) Reactant: Br[C:2]1[C:9]([C:10]#[N:11])=[C:8]([OH:12])[C:7]([O:13][CH3:14])=[CH:6][C:3]=1[C:4]#[N:5].CC1(C)C(C)(C)OB([CH2:23][C:24]2[CH:29]=[CH:28][C:27]([CH3:30])=[CH:26][CH:25]=2)O1.C(Cl)Cl.C(=O)([O-])O.[Na+]. The catalyst class is: 40. Product: [OH:12][C:8]1[C:7]([O:13][CH3:14])=[CH:6][C:3]([C:4]#[N:5])=[C:2]([CH2:23][C:24]2[CH:29]=[CH:28][C:27]([CH3:30])=[CH:26][CH:25]=2)[C:9]=1[C:10]#[N:11].